This data is from Full USPTO retrosynthesis dataset with 1.9M reactions from patents (1976-2016). The task is: Predict the reactants needed to synthesize the given product. (1) Given the product [CH3:19][CH:18]([CH3:20])[CH2:17][CH2:16][CH2:15][NH:14][CH2:21][CH:22]1[CH2:23][CH2:24][CH2:25][C:26]2[C:27]([O:32][C:33]3[CH:38]=[CH:37][C:36]([C:39]([NH2:40])=[O:41])=[CH:35][N:34]=3)=[CH:28][CH:29]=[CH:30][C:31]1=2, predict the reactants needed to synthesize it. The reactants are: C(O)(C(F)(F)F)=O.C(OC(=O)[N:14]([CH2:21][CH:22]1[C:31]2[C:26](=[C:27]([O:32][C:33]3[CH:38]=[CH:37][C:36]([C:39](=[O:41])[NH2:40])=[CH:35][N:34]=3)[CH:28]=[CH:29][CH:30]=2)[CH2:25][CH2:24][CH2:23]1)[CH2:15][CH2:16][CH2:17][CH:18]([CH3:20])[CH3:19])(C)(C)C. (2) Given the product [C:18]([C:17]1[CH:20]=[CH:21][C:14]([N:11]2[CH2:12][CH2:13][N:8]([C:6](=[O:7])[CH2:5][CH2:4][CH2:3][C:1](=[N:24][OH:25])[NH2:2])[CH:9]([CH3:22])[CH2:10]2)=[N:15][CH:16]=1)#[N:19], predict the reactants needed to synthesize it. The reactants are: [C:1]([CH2:3][CH2:4][CH2:5][C:6]([N:8]1[CH2:13][CH2:12][N:11]([C:14]2[CH:21]=[CH:20][C:17]([C:18]#[N:19])=[CH:16][N:15]=2)[CH2:10][CH:9]1[CH3:22])=[O:7])#[N:2].Cl.[NH2:24][OH:25].C(=O)([O-])[O-].[Na+].[Na+]. (3) The reactants are: [F:1][C:2]1[C:7]([NH:8][C:9]([NH2:11])=[S:10])=[CH:6][CH:5]=[CH:4][N:3]=1.Br.Br[CH2:14][C:15]([C:17]1[S:21][C:20]([NH:22][C:23](=[O:25])[CH3:24])=[N:19][C:18]=1[CH3:26])=O.O. Given the product [F:1][C:2]1[C:7]([NH:8][C:9]2[S:10][CH:14]=[C:15]([C:17]3[S:21][C:20]([NH:22][C:23](=[O:25])[CH3:24])=[N:19][C:18]=3[CH3:26])[N:11]=2)=[CH:6][CH:5]=[CH:4][N:3]=1, predict the reactants needed to synthesize it. (4) Given the product [CH2:20]([S:19][C:6]1[C:5]([CH2:3][OH:2])=[CH:14][C:13]2[CH2:12][CH:11]([C:15]([CH3:18])([CH3:17])[CH3:16])[CH2:10][CH2:9][C:8]=2[N:7]=1)[C:21]1[CH:22]=[CH:23][CH:24]=[CH:25][CH:26]=1, predict the reactants needed to synthesize it. The reactants are: C[O:2][C:3]([C:5]1[C:6]([S:19][CH2:20][C:21]2[CH:26]=[CH:25][CH:24]=[CH:23][CH:22]=2)=[N:7][C:8]2[CH2:9][CH2:10][CH:11]([C:15]([CH3:18])([CH3:17])[CH3:16])[CH2:12][C:13]=2[CH:14]=1)=O.C([BH-](CC)CC)C.[Li+].O.[NH4+].[Cl-]. (5) Given the product [F:1][C:2]1[C:3]([NH:24][C:25]2[CH:30]=[CH:29][C:28]([I:31])=[CH:27][C:26]=2[F:32])=[C:4]([CH:12]=[C:13]([CH2:16][NH:17][O:18][CH2:19][CH2:20][CH2:21][S:22][CH3:23])[C:14]=1[F:15])[C:5]([NH:7][O:8][CH2:9][CH2:10][OH:11])=[O:6], predict the reactants needed to synthesize it. The reactants are: [F:1][C:2]1[C:3]([NH:24][C:25]2[CH:30]=[CH:29][C:28]([I:31])=[CH:27][C:26]=2[F:32])=[C:4]([CH:12]=[C:13](/[CH:16]=[N:17]/[O:18][CH2:19][CH2:20][CH2:21][S:22][CH3:23])[C:14]=1[F:15])[C:5]([NH:7][O:8][CH2:9][CH2:10][OH:11])=[O:6].ClC(Cl)C(O)=O.